Task: Predict the reactants needed to synthesize the given product.. Dataset: Full USPTO retrosynthesis dataset with 1.9M reactions from patents (1976-2016) (1) Given the product [F:41][C:2]([F:1])([F:40])[C:3]1[CH:4]=[C:5]([CH:33]=[C:34]([C:36]([F:37])([F:38])[F:39])[CH:35]=1)[CH2:6][N:7]([CH2:14][C:15]1[CH:20]=[C:19]([C:21]([F:24])([F:23])[F:22])[CH:18]=[CH:17][C:16]=1[CH:25]([CH:27]1[CH2:32][CH2:31][CH2:30][CH2:29][CH2:28]1)[OH:26])[C:8]1[N:9]=[N:10][N:11]([CH3:13])[N:12]=1, predict the reactants needed to synthesize it. The reactants are: [F:1][C:2]([F:41])([F:40])[C:3]1[CH:4]=[C:5]([CH:33]=[C:34]([C:36]([F:39])([F:38])[F:37])[CH:35]=1)[CH2:6][N:7]([CH2:14][C:15]1[CH:20]=[C:19]([C:21]([F:24])([F:23])[F:22])[CH:18]=[CH:17][C:16]=1[C:25]([CH:27]1[CH2:32][CH2:31][CH2:30][CH2:29][CH2:28]1)=[O:26])[C:8]1[N:9]=[N:10][N:11]([CH3:13])[N:12]=1.[BH4-].[Na+]. (2) Given the product [NH:24]1[C:25]2[C:21](=[C:20]([NH:19][C:2]3[C:11]4[C:6](=[CH:7][C:8]([O:14][CH3:15])=[C:9]([O:12][CH3:13])[CH:10]=4)[N:5]=[CH:4][C:3]=3[C:16]([NH2:18])=[O:17])[CH:28]=[CH:27][CH:26]=2)[CH:22]=[CH:23]1, predict the reactants needed to synthesize it. The reactants are: Cl[C:2]1[C:11]2[C:6](=[CH:7][C:8]([O:14][CH3:15])=[C:9]([O:12][CH3:13])[CH:10]=2)[N:5]=[CH:4][C:3]=1[C:16]([NH2:18])=[O:17].[NH2:19][C:20]1[CH:28]=[CH:27][CH:26]=[C:25]2[C:21]=1[CH:22]=[CH:23][NH:24]2.C([O-])(=O)C.[Na+].[OH-].[Na+].